The task is: Predict the reactants needed to synthesize the given product.. This data is from Full USPTO retrosynthesis dataset with 1.9M reactions from patents (1976-2016). Given the product [C:28]([O:32][C:33]([N:35]1[CH2:40][CH2:39][N:38]([C:41]2[CH:42]=[N:43][C:44]([NH:47][C:13]3[N:14]=[CH:15][C:10]4[CH:9]=[C:8]([NH:7][C:6]([O:5][C:1]([CH3:4])([CH3:3])[CH3:2])=[O:27])[C:20](=[O:21])[N:19]([CH:22]5[CH2:26][CH2:25][CH2:24][CH2:23]5)[C:11]=4[N:12]=3)=[CH:45][CH:46]=2)[CH2:37][CH2:36]1)=[O:34])([CH3:31])([CH3:29])[CH3:30], predict the reactants needed to synthesize it. The reactants are: [C:1]([O:5][C:6](=[O:27])[NH:7][C:8]1[C:20](=[O:21])[N:19]([CH:22]2[CH2:26][CH2:25][CH2:24][CH2:23]2)[C:11]2[N:12]=[C:13](S(C)=O)[N:14]=[CH:15][C:10]=2[CH:9]=1)([CH3:4])([CH3:3])[CH3:2].[C:28]([O:32][C:33]([N:35]1[CH2:40][CH2:39][N:38]([C:41]2[CH:42]=[N:43][C:44]([NH2:47])=[CH:45][CH:46]=2)[CH2:37][CH2:36]1)=[O:34])([CH3:31])([CH3:30])[CH3:29].